Dataset: NCI-60 drug combinations with 297,098 pairs across 59 cell lines. Task: Regression. Given two drug SMILES strings and cell line genomic features, predict the synergy score measuring deviation from expected non-interaction effect. Drug 1: C1CC(=O)NC(=O)C1N2CC3=C(C2=O)C=CC=C3N. Drug 2: CC1=CC=C(C=C1)C2=CC(=NN2C3=CC=C(C=C3)S(=O)(=O)N)C(F)(F)F. Cell line: SF-539. Synergy scores: CSS=1.32, Synergy_ZIP=-3.33, Synergy_Bliss=-6.21, Synergy_Loewe=-3.24, Synergy_HSA=-3.58.